Dataset: Full USPTO retrosynthesis dataset with 1.9M reactions from patents (1976-2016). Task: Predict the reactants needed to synthesize the given product. (1) The reactants are: Br[C:2]1[C:10]2[N:9]3[CH2:11][CH2:12][NH:13][C:14](=[O:15])[C:8]3=[CH:7][C:6]=2[CH:5]=[C:4]([C:16]#[N:17])[CH:3]=1.[C:18]1(B(O)O)[CH:23]=[CH:22][CH:21]=[CH:20][CH:19]=1. Given the product [O:15]=[C:14]1[C:8]2=[CH:7][C:6]3[CH:5]=[C:4]([C:16]#[N:17])[CH:3]=[C:2]([C:18]4[CH:23]=[CH:22][CH:21]=[CH:20][CH:19]=4)[C:10]=3[N:9]2[CH2:11][CH2:12][NH:13]1, predict the reactants needed to synthesize it. (2) Given the product [NH3:6].[CH2:40]([O:39][C:23]1[C:22]([C:18]2[NH:19][C:20](=[O:21])[C:15]3[C:16](=[C:42]([CH2:43][CH3:44])[N:13]([C:10]4[CH:11]=[CH:12][C:7]([NH:6][S:2]([CH3:1])(=[O:4])=[O:3])=[CH:8][CH:9]=4)[N:14]=3)[N:17]=2)=[CH:27][C:26]([S:28]([N:31]2[CH2:36][CH2:35][N:34]([CH2:37][CH3:38])[CH2:33][CH2:32]2)(=[O:30])=[O:29])=[CH:25][N:24]=1)[CH3:41], predict the reactants needed to synthesize it. The reactants are: [CH3:1][S:2](Cl)(=[O:4])=[O:3].[NH2:6][C:7]1[CH:12]=[CH:11][C:10]([N:13]2[C:42]([CH2:43][CH3:44])=[C:16]3[N:17]=[C:18]([C:22]4[C:23]([O:39][CH2:40][CH3:41])=[N:24][CH:25]=[C:26]([S:28]([N:31]5[CH2:36][CH2:35][N:34]([CH2:37][CH3:38])[CH2:33][CH2:32]5)(=[O:30])=[O:29])[CH:27]=4)[NH:19][C:20](=[O:21])[C:15]3=[N:14]2)=[CH:9][CH:8]=1. (3) Given the product [Cl:27][C:11]1[N:10]=[C:9]([C:5]2[CH:6]=[CH:7][CH:8]=[C:3]([O:2][CH3:1])[CH:4]=2)[N:14]=[C:13]2[N:15]([C:18]3[CH:23]=[CH:22][CH:21]=[CH:20][CH:19]=3)[N:16]=[CH:17][C:12]=12, predict the reactants needed to synthesize it. The reactants are: [CH3:1][O:2][C:3]1[CH:4]=[C:5]([C:9]2[N:14]=[C:13]3[N:15]([C:18]4[CH:23]=[CH:22][CH:21]=[CH:20][CH:19]=4)[N:16]=[CH:17][C:12]3=[C:11](O)[N:10]=2)[CH:6]=[CH:7][CH:8]=1.P(Cl)(Cl)([Cl:27])=O. (4) Given the product [CH2:2]([C:4]1[S:24][C:7]2[N:8]=[C:9]([S:18][CH2:19][C:20]([O:22][CH3:23])=[O:21])[N:10]=[C:11]([N:12]3[CH2:17][CH2:16][N:15]([C:40](=[O:41])[C:37]4[CH:38]=[CH:39][C:34]([CH3:43])=[CH:35][CH:36]=4)[CH2:14][CH2:13]3)[C:6]=2[CH:5]=1)[CH3:3], predict the reactants needed to synthesize it. The reactants are: Cl.[CH2:2]([C:4]1[S:24][C:7]2[N:8]=[C:9]([S:18][CH2:19][C:20]([O:22][CH3:23])=[O:21])[N:10]=[C:11]([N:12]3[CH2:17][CH2:16][NH:15][CH2:14][CH2:13]3)[C:6]=2[CH:5]=1)[CH3:3].C(N(C(C)C)CC)(C)C.[C:34]1([CH3:43])[CH:39]=[CH:38][C:37]([C:40](Cl)=[O:41])=[CH:36][CH:35]=1. (5) Given the product [CH2:7]([NH:9][C:10]([N:23]1[C:24]([CH3:26])=[CH:25][C:21]([O:20][C:14]2[C:13]([Cl:12])=[CH:18][C:17]([Cl:19])=[CH:16][N:15]=2)=[N:22]1)=[O:11])[CH3:8], predict the reactants needed to synthesize it. The reactants are: C(=O)([O-])[O-].[K+].[K+].[CH2:7]([N:9]=[C:10]=[O:11])[CH3:8].[Cl:12][C:13]1[C:14]([O:20][C:21]2[CH:25]=[C:24]([CH3:26])[NH:23][N:22]=2)=[N:15][CH:16]=[C:17]([Cl:19])[CH:18]=1.Cl. (6) Given the product [Cl:27][C:24]1[CH:25]=[CH:26][C:21]([NH:20][C:18]([N:17]([OH:32])[C:14]2[CH:15]=[CH:16][C:11]([N:6]3[CH:5]=[N:4][C:3]4[C:7]3=[N:8][CH:9]=[N:10][C:2]=4[N:33]3[CH2:38][CH2:37][O:36][CH2:35][CH2:34]3)=[CH:12][CH:13]=2)=[O:19])=[CH:22][C:23]=1[C:28]([F:30])([F:31])[F:29], predict the reactants needed to synthesize it. The reactants are: Cl[C:2]1[N:10]=[CH:9][N:8]=[C:7]2[C:3]=1[N:4]=[CH:5][N:6]2[C:11]1[CH:16]=[CH:15][C:14]([N:17]([OH:32])[C:18]([NH:20][C:21]2[CH:26]=[CH:25][C:24]([Cl:27])=[C:23]([C:28]([F:31])([F:30])[F:29])[CH:22]=2)=[O:19])=[CH:13][CH:12]=1.[NH:33]1[CH2:38][CH2:37][O:36][CH2:35][CH2:34]1. (7) Given the product [CH3:17][O:16][CH2:15][CH2:14][N:1]1[C:10]2[C:5](=[CH:6][CH:7]=[C:8]([CH2:11][OH:12])[CH:9]=2)[CH2:4][CH2:3][CH2:2]1, predict the reactants needed to synthesize it. The reactants are: [NH:1]1[C:10]2[C:5](=[CH:6][CH:7]=[C:8]([CH2:11][OH:12])[CH:9]=2)[CH2:4][CH2:3][CH2:2]1.Br[CH2:14][CH2:15][O:16][CH3:17].C([O-])([O-])=O.[Cs+].[Cs+].O. (8) Given the product [N:1]1[CH:6]=[CH:5][CH:4]=[C:3]2[CH2:7][N:8]([CH2:10][C:11]3[N:23]=[C:22]4[N:13]([C:14]([NH2:25])=[N:15][C:16]5[C:17]([CH3:24])=[CH:18][CH:19]=[CH:20][C:21]=54)[N:12]=3)[CH2:9][C:2]=12, predict the reactants needed to synthesize it. The reactants are: [N:1]1[CH:6]=[CH:5][CH:4]=[C:3]2[CH2:7][N:8]([CH2:10][C:11]3[N:23]=[C:22]4[N:13]([C:14]([NH:25]CC5C=CC(OC)=CC=5OC)=[N:15][C:16]5[C:17]([CH3:24])=[CH:18][CH:19]=[CH:20][C:21]=54)[N:12]=3)[CH2:9][C:2]=12. (9) Given the product [CH2:23]([N:3]([CH2:1][CH3:2])[C:4]1[CH:5]=[CH:6][C:7]([CH:8]=[N:9][N:10]([CH2:26][C:27]2[CH:32]=[CH:31][C:30]([CH3:33])=[CH:29][CH:28]=2)[C:11](=[O:20])[C:12]2[CH:17]=[CH:16][C:15]([O:18][CH3:19])=[CH:14][CH:13]=2)=[CH:21][CH:22]=1)[CH3:24], predict the reactants needed to synthesize it. The reactants are: [CH2:1]([N:3]([CH2:23][CH3:24])[C:4]1[CH:22]=[CH:21][C:7]([CH:8]=[N:9][NH:10][C:11](=[O:20])[C:12]2[CH:17]=[CH:16][C:15]([O:18][CH3:19])=[CH:14][CH:13]=2)=[CH:6][CH:5]=1)[CH3:2].Br[CH2:26][C:27]1[CH:32]=[CH:31][C:30]([CH3:33])=[CH:29][CH:28]=1.C([O-])([O-])=O.[K+].[K+].